Dataset: Catalyst prediction with 721,799 reactions and 888 catalyst types from USPTO. Task: Predict which catalyst facilitates the given reaction. (1) Reactant: [CH3:1][O:2][C:3]1[C:4]([C:21](O)=[O:22])=[CH:5][C:6]2[C:11]([CH:12]=1)=[CH:10][CH:9]=[C:8]([C:13]1[CH:18]=[CH:17][CH:16]=[C:15]([O:19][CH3:20])[CH:14]=1)[CH:7]=2.CCN=C=NCCCN(C)C.O[C:36]1[C:44]2[N:43]=NN[C:40]=2[CH:39]=[CH:38][CH:37]=1.NC1C=CC=CC=1.C(N(CC)CC)C.Cl. Product: [CH3:1][O:2][C:3]1[C:4]([C:21]([NH:43][C:44]2[CH:36]=[CH:37][CH:38]=[CH:39][CH:40]=2)=[O:22])=[CH:5][C:6]2[C:11]([CH:12]=1)=[CH:10][CH:9]=[C:8]([C:13]1[CH:18]=[CH:17][CH:16]=[C:15]([O:19][CH3:20])[CH:14]=1)[CH:7]=2. The catalyst class is: 4. (2) Reactant: Br[CH:2]([C:13]1[CH:18]=[CH:17][CH:16]=[CH:15][CH:14]=1)[C:3]([C:5]1[CH:12]=[CH:11][C:8]([CH:9]=[O:10])=[CH:7][CH:6]=1)=O.[Br:19][C:20]1[CH:21]=[N:22][C:23]([NH2:26])=[N:24][CH:25]=1.O. Product: [Br:19][C:20]1[CH:21]=[N:22][C:23]2[N:24]([C:2]([C:13]3[CH:18]=[CH:17][CH:16]=[CH:15][CH:14]=3)=[C:3]([C:5]3[CH:12]=[CH:11][C:8]([CH:9]=[O:10])=[CH:7][CH:6]=3)[N:26]=2)[CH:25]=1. The catalyst class is: 3. (3) Reactant: [Cl:1][C:2]1[CH:7]=[CH:6][N:5]([C:8]2[CH:13]=[CH:12][CH:11]=[CH:10][C:9]=2[CH3:14])[C:4](=[O:15])[C:3]=1[CH:16]=O.Cl.[NH2:19][OH:20].Cl. Product: [Cl:1][C:2]1[CH:7]=[CH:6][N:5]([C:8]2[CH:13]=[CH:12][CH:11]=[CH:10][C:9]=2[CH3:14])[C:4](=[O:15])[C:3]=1[CH:16]=[N:19][OH:20]. The catalyst class is: 41. (4) Reactant: [Cl:1][C:2]1[N:7]=[C:6]([NH2:8])[CH:5]=[CH:4][C:3]=1I.CCOC(C)=O.O.[CH3:17][N:18](C=O)C. Product: [NH2:8][C:6]1[CH:5]=[CH:4][C:3]([C:17]#[N:18])=[C:2]([Cl:1])[N:7]=1. The catalyst class is: 380. (5) Reactant: [Cl:1][C:2]1[CH:7]=[CH:6][N:5]=[C:4]2[CH:8]=[C:9]([C:11](Cl)=[O:12])[S:10][C:3]=12.[CH3:14][N:15]([CH3:17])[NH2:16]. Product: [Cl:1][C:2]1[CH:7]=[CH:6][N:5]=[C:4]2[CH:8]=[C:9]([C:11]([NH:16][N:15]([CH3:17])[CH3:14])=[O:12])[S:10][C:3]=12. The catalyst class is: 91. (6) Reactant: [F:1][C:2]1[CH:3]=[C:4]([S:9]([N:12]2[C:16]([C:17]3[CH:22]=[CH:21][CH:20]=[CH:19][N:18]=3)=[CH:15][C:14]([CH:23]=O)=[CH:13]2)(=[O:11])=[O:10])[CH:5]=[CH:6][C:7]=1[F:8].CO.[CH3:27][NH2:28].[BH4-].[Na+].[ClH:31].C(=O)([O-])O.[Na+]. Product: [ClH:31].[ClH:31].[F:1][C:2]1[CH:3]=[C:4]([S:9]([N:12]2[C:16]([C:17]3[CH:22]=[CH:21][CH:20]=[CH:19][N:18]=3)=[CH:15][C:14]([CH2:23][NH:28][CH3:27])=[CH:13]2)(=[O:11])=[O:10])[CH:5]=[CH:6][C:7]=1[F:8]. The catalyst class is: 5.